Binary Classification. Given a miRNA mature sequence and a target amino acid sequence, predict their likelihood of interaction. From a dataset of Experimentally validated miRNA-target interactions with 360,000+ pairs, plus equal number of negative samples. (1) The miRNA is mmu-miR-24-3p with sequence UGGCUCAGUUCAGCAGGAACAG. The protein sequence of the target gene is MEEVPPYSLSSTLFQQEEQSGVTYRIPALLYLPPTHTFLAFAEKRTSVRDEDAACLVLRRGLMKGRSVQWGPQRLLMEATLPGHRTMNPCPVWEKNTGRVYLFFICVRGHVTERCQIVWGKNAARLCFLCSEDAGCSWGEVKDLTEEVIGSEVKRWATFAVGPGHGIQLHSGRLIIPAYAYYVSRWFLCFACSVKPHSLMIYSDDFGVTWHHGKFIEPQVTGECQVAEVAGTAGNPVLYCSARTPSRFRAEAFSTDSGGCFQKPTLNPQLHEPRTGCQGSVVSFRPLKMPNTYQDSIGKG.... Result: 1 (interaction). (2) The miRNA is hsa-miR-3136-5p with sequence CUGACUGAAUAGGUAGGGUCAUU. The protein sequence of the target gene is MAEEEVAKLEKHLMLLRQEYVKLQKKLAETEKRCTLLAAQANKENSNESFISRLLAIVAGLYEQEQYSDLKIKVGDRHISAHKFVLAARSDSWSLANLSSTEEIDLSDANPEVTMTMLRWIYTDELEFREDDVFLTELMKLANRFQLQLLRERCEKGVMSLVNVRNCIRFYQTAEELNASTLMNYCAEIIASHWDDLRKEDFSSLSAQLLYKMIKSKTEYPLHKAIKVEREDVVFLYLIEMDSQLPGKLNETDHNGDLALDLALSRRLESIATTLVSHKADVDMVDKNGWSLLHKGIQRG.... Result: 0 (no interaction). (3) The miRNA is hsa-miR-4499 with sequence AAGACUGAGAGGAGGGA. The protein sequence of the target gene is MFVLSIALLSCTTLCAATTEWWGDLRAHLNPARQAPFYDVTYDEKVNVCPQGLHADAIPEYVYFGTMLATMTVDEHDQCLQKCAEKPRCKAVNFFHPFAYQEKGFCELLTEGQLDNPSLMRPFRKATYYEKIRCRELDDVEDVEEAAPIGSEITEKLPEDMAREKKLDMSKLMKKLSAKVKEFNGGAGGFRAAR. Result: 0 (no interaction). (4) The miRNA is hsa-miR-450a-1-3p with sequence AUUGGGAACAUUUUGCAUGUAU. The protein sequence of the target gene is MYRRLGEALLLSRAGPAALGSAAADSAALLGWARGQPSAAPQPGLTPVARRHYSEAAADREDDPNFFKMVEGFFDRGASIVEDKLVEDLKTRESEEQKRNRVRGILRIIKPCNHVLSLSFPIRRDDGSWEVIEGYRAQHSQHRTPCKGGIRYSTDVSVDEVKALASLMTYKCAVVDVPFGGAKAGVKINPKNYTDNELEKITRRFTMELAKKGFIGPGIDVPAPDMSTGEREMSWIADTYASTIGHYDINAHACVTGKPISQGGIHGRISATGRGVFHGIENFINEASYMSILGMTPGFG.... Result: 0 (no interaction). (5) The miRNA is hsa-miR-4639-3p with sequence UCACUCUCACCUUGCUUUGC. The protein sequence of the target gene is MPNPSSTSSPYPLPEEIRNLLADVETFVADILKGENLSKKAKEKRESLIKKIKDVKSIYLQEFQDKGDAEDGEEYDDPFAGPPDTISLASERYDKDDEAPSDGAQFPPIAAQDLPFVLKAGYLEKRRKDHSFLGFEWQKRWCALSKTVFYYYGSDKDKQQKGEFAIDGYSVRMNNTLRKDGKKDCCFEISAPDKRIYQFTAASPKDAEEWVQQLKFVLQDMESDIIPEDYDERGELYDDVDHPLPISNPLTSSQPIDDEIYEELPEEEEDSAPVKVEEQRKMSQDSVHHTSGDKSTDYAN.... Result: 1 (interaction). (6) The miRNA is hsa-miR-4799-5p with sequence AUCUAAAUGCAGCAUGCCAGUC. The protein sequence of the target gene is MLVLVLGDLHIPHRCNSLPAKFKKLLVPGKIQHILCTGNLCTKESYDYLKTLAGDVHIVRGDFDENLNYPEQKVVTVGQFKIGLIHGHQVIPWGDMASLALLQRQFDVDILISGHTHKFEAFEHENKFYINPGSATGAYNALETNIIPSFVLMDIQASTVVTYVYQLIGDDVKVERIEYKKP. Result: 0 (no interaction).